Regression/Classification. Given a drug SMILES string, predict its absorption, distribution, metabolism, or excretion properties. Task type varies by dataset: regression for continuous measurements (e.g., permeability, clearance, half-life) or binary classification for categorical outcomes (e.g., BBB penetration, CYP inhibition). Dataset: cyp2d6_veith. From a dataset of CYP2D6 inhibition data for predicting drug metabolism from PubChem BioAssay. (1) The compound is C[C@@](O)(CNS(=O)(=O)c1ccccc1)c1ccccc1. The result is 0 (non-inhibitor). (2) The molecule is CC1(C)C(=O)NC2=C1C(=O)C(=O)c1ccccc12. The result is 1 (inhibitor). (3) The result is 0 (non-inhibitor). The drug is O=C(CS(=O)c1cccc(Cl)c1)Nc1ccccc1Cl. (4) The compound is COC(=O)[C@@]1(Cc2ccc(F)cc2)[C@H]2c3cc(C(=O)N4CCCC4)n(Cc4cc(F)cc5c4OCOC5)c3C[C@H]2CN1C(=O)c1ccccc1. The result is 0 (non-inhibitor). (5) The drug is CCOC(=O)c1cc(CC)sc1NC(=O)C(c1ccccc1)c1ccccc1. The result is 0 (non-inhibitor). (6) The molecule is Cl.O=C(NCCOC(=O)c1ccc(C(=O)OCCNC(=O)c2cccnc2)s1)c1cccnc1. The result is 0 (non-inhibitor). (7) The result is 0 (non-inhibitor). The molecule is N[C@H](CCl)C(=O)O. (8) The result is 0 (non-inhibitor). The compound is COc1cccc(OC)c1C(=O)Nc1ccc2c3c(cccc13)CC2. (9) The compound is C/C(CC(=O)NCc1ccco1)=N\NC(=O)Cc1cccc2ccccc12. The result is 0 (non-inhibitor).